Task: Predict the product of the given reaction.. Dataset: Forward reaction prediction with 1.9M reactions from USPTO patents (1976-2016) (1) The product is: [Br:15][C:16]1[CH:25]=[CH:24][C:19]([C:20]([CH:11]2[CH2:12][CH2:13][N:9]([CH:7]=[CH2:8])[C:10]2=[O:14])=[O:21])=[CH:18][CH:17]=1. Given the reactants CC(C)([O-])C.[K+].[CH:7]([N:9]1[CH2:13][CH2:12][CH2:11][C:10]1=[O:14])=[CH2:8].[Br:15][C:16]1[CH:25]=[CH:24][C:19]([C:20](OC)=[O:21])=[CH:18][CH:17]=1.Cl, predict the reaction product. (2) Given the reactants [C:1]([C:4]1[S:5][C:6]([I:9])=[CH:7][CH:8]=1)(=[O:3])[CH3:2].[N+:10]([C:13]1[CH:20]=[CH:19][C:16]([CH:17]=O)=[CH:15][CH:14]=1)([O-:12])=[O:11].[OH-].[K+], predict the reaction product. The product is: [I:9][C:6]1[S:5][C:4]([C:1](=[O:3])[CH:2]=[CH:17][C:16]2[CH:19]=[CH:20][C:13]([N+:10]([O-:12])=[O:11])=[CH:14][CH:15]=2)=[CH:8][CH:7]=1. (3) The product is: [C:49]([O:53][C:54](=[O:55])[N:56]([C@H:57]([C:58](=[O:59])[NH:12][C@@H:13]([CH:41]1[CH2:46][CH2:45][C:44]([F:47])([F:48])[CH2:43][CH2:42]1)[C:14]([N:16]1[C@H:21]([C:22](=[O:23])[NH:24][C@H:25]2[C:34]3[C:29](=[CH:30][CH:31]=[CH:32][CH:33]=3)[O:28][CH2:27][CH2:26]2)[CH2:20][N:19]2[CH2:35][C@H:36]([O:38][CH2:39][CH3:40])[CH2:37][C@@H:18]2[CH2:17]1)=[O:15])[CH2:61][CH3:62])[CH3:63])([CH3:50])([CH3:51])[CH3:52]. Given the reactants C(N(CC)C(C)C)(C)C.Cl.Cl.[NH2:12][C@@H:13]([CH:41]1[CH2:46][CH2:45][C:44]([F:48])([F:47])[CH2:43][CH2:42]1)[C:14]([N:16]1[C@H:21]([C:22]([NH:24][C@H:25]2[C:34]3[C:29](=[CH:30][CH:31]=[CH:32][CH:33]=3)[O:28][CH2:27][CH2:26]2)=[O:23])[CH2:20][N:19]2[CH2:35][C@H:36]([O:38][CH2:39][CH3:40])[CH2:37][C@@H:18]2[CH2:17]1)=[O:15].[C:49]([O:53][C:54]([N:56]([CH3:63])[C@@H:57]([CH2:61][CH3:62])[C:58](O)=[O:59])=[O:55])([CH3:52])([CH3:51])[CH3:50].Cl.C(N=C=NCCCN(C)C)C.ON1C2C=CC=CC=2N=N1, predict the reaction product. (4) Given the reactants Cl[C:2](Cl)([O:4]C(=O)OC(Cl)(Cl)Cl)Cl.CCN(C(C)C)C(C)C.[CH3:22][C:23]1[C:28]2[O:29][CH2:30][C:31]3([CH2:33][CH2:32]3)[C:27]=2[C:26]([O:34][C:35]2[N:40]=[CH:39][C:38]([NH2:41])=[CH:37][CH:36]=2)=[CH:25][CH:24]=1.Cl.[NH2:43][C@:44]([CH3:51])([CH2:49][CH3:50])[C:45](OC)=[O:46], predict the reaction product. The product is: [CH2:49]([C@@:44]1([CH3:51])[NH:43][C:2](=[O:4])[N:41]([C:38]2[CH:39]=[N:40][C:35]([O:34][C:26]3[C:27]4[C:31]5([CH2:30][O:29][C:28]=4[C:23]([CH3:22])=[CH:24][CH:25]=3)[CH2:33][CH2:32]5)=[CH:36][CH:37]=2)[C:45]1=[O:46])[CH3:50]. (5) Given the reactants C(O[C:6]([N:8]1[CH2:13][CH2:12][CH:11]([N:14]2[C:18]3=[N:19][CH:20]=[N:21][C:22]([NH:23][C:24]4[CH:29]=[CH:28][C:27]([S:30]([CH3:33])(=[O:32])=[O:31])=[CH:26][C:25]=4[F:34])=[C:17]3[CH:16]=[N:15]2)[CH2:10][CH2:9]1)=[O:7])(C)(C)C.FC(F)(F)C(O)=O.[C:42](Cl)(=O)[C:43](C)([CH3:45])[CH3:44], predict the reaction product. The product is: [F:34][C:25]1[CH:26]=[C:27]([S:30]([CH3:33])(=[O:31])=[O:32])[CH:28]=[CH:29][C:24]=1[NH:23][C:22]1[N:21]=[CH:20][N:19]=[C:18]2[N:14]([CH:11]3[CH2:12][CH2:13][N:8]([C:6](=[O:7])[C:43]([CH3:45])([CH3:44])[CH3:42])[CH2:9][CH2:10]3)[N:15]=[CH:16][C:17]=12. (6) Given the reactants CO[C:3]([C:5]1[N:6]=[CH:7][C:8]2[C:13]([C:14]=1[OH:15])=[CH:12][CH:11]=[C:10]([O:16][C:17]1[CH:22]=[CH:21][CH:20]=[CH:19][CH:18]=1)[CH:9]=2)=[O:4].[CH3:23][O-:24].[Na+].[CH3:26][OH:27].Cl, predict the reaction product. The product is: [CH3:23][O:24][C:26](=[O:27])[C:13]([CH3:8])([CH3:12])[CH2:14][CH2:5][NH:6][C:3]([C:5]1[N:6]=[CH:7][C:8]2[C:13]([C:14]=1[OH:15])=[CH:12][CH:11]=[C:10]([O:16][C:17]1[CH:18]=[CH:19][CH:20]=[CH:21][CH:22]=1)[CH:9]=2)=[O:4]. (7) The product is: [Cl:17][C:14]1[CH:13]=[CH:12][C:11]([C:9]2[C:8]([O:18][CH2:19][CH:20]3[CH2:21][CH2:22]3)=[CH:7][N:6]=[C:5]([C:3]([OH:4])=[O:2])[N:10]=2)=[CH:16][CH:15]=1. Given the reactants C[O:2][C:3]([C:5]1[N:10]=[C:9]([C:11]2[CH:16]=[CH:15][C:14]([Cl:17])=[CH:13][CH:12]=2)[C:8]([O:18][CH2:19][CH:20]2[CH2:22][CH2:21]2)=[CH:7][N:6]=1)=[O:4].[OH-].[Li+].Cl, predict the reaction product.